From a dataset of Full USPTO retrosynthesis dataset with 1.9M reactions from patents (1976-2016). Predict the reactants needed to synthesize the given product. (1) Given the product [C:23]([C:22]1[CH:25]=[CH:26][C:27]([CH3:28])=[C:20]([NH:19][C:10]([C:3]2[N:4]3[CH:9]=[CH:8][CH:7]=[CH:6][C:5]3=[N:1][CH:2]=2)=[O:12])[CH:21]=1)#[N:24], predict the reactants needed to synthesize it. The reactants are: [N:1]1[CH:2]=[C:3]([C:10]([OH:12])=O)[N:4]2[CH:9]=[CH:8][CH:7]=[CH:6][C:5]=12.C(Cl)(=O)C(Cl)=O.[NH2:19][C:20]1[CH:21]=[C:22]([CH:25]=[CH:26][C:27]=1[CH3:28])[C:23]#[N:24]. (2) Given the product [O:13]1[CH2:17][CH2:16][CH:15]([CH2:18][CH2:19][O:20][S:9]([CH3:8])(=[O:11])=[O:10])[CH2:14]1, predict the reactants needed to synthesize it. The reactants are: C(N(CC)CC)C.[CH3:8][S:9](Cl)(=[O:11])=[O:10].[O:13]1[CH2:17][CH2:16][CH:15]([CH2:18][CH2:19][OH:20])[CH2:14]1.O. (3) Given the product [CH2:1]([O:8][C:9]1[CH:16]=[CH:15][C:12]([CH:13]=[O:14])=[C:11]([CH:10]=1)[O:17][CH2:19][CH2:20][CH2:21][C:22]([O:24][CH2:25][CH3:26])=[O:23])[C:2]1[CH:3]=[CH:4][CH:5]=[CH:6][CH:7]=1, predict the reactants needed to synthesize it. The reactants are: [CH2:1]([O:8][C:9]1[CH:16]=[CH:15][C:12]([CH:13]=[O:14])=[C:11]([OH:17])[CH:10]=1)[C:2]1[CH:7]=[CH:6][CH:5]=[CH:4][CH:3]=1.Br[CH2:19][CH2:20][CH2:21][C:22]([O:24][CH2:25][CH3:26])=[O:23].C(=O)([O-])[O-].[K+].[K+].[I-].[Na+]. (4) Given the product [F:28][C:17]1[CH:18]=[CH:19][C:20]([N:22]2[CH2:27][CH2:26][O:25][CH2:24][CH2:23]2)=[CH:21][C:16]=1[CH:11]1[C:10]([CH3:29])([CH3:30])[CH2:9][C:8]2[C:13](=[CH:14][CH:15]=[C:6]([C:4]([OH:5])=[O:3])[CH:7]=2)[NH:12]1, predict the reactants needed to synthesize it. The reactants are: C([O:3][C:4]([C:6]1[CH:7]=[C:8]2[C:13](=[CH:14][CH:15]=1)[NH:12][CH:11]([C:16]1[CH:21]=[C:20]([N:22]3[CH2:27][CH2:26][O:25][CH2:24][CH2:23]3)[CH:19]=[CH:18][C:17]=1[F:28])[C:10]([CH3:30])([CH3:29])[CH2:9]2)=[O:5])C.O.[OH-].[Li+].O.Cl. (5) Given the product [F:24][CH:2]([F:1])[CH2:3][N:5]1[CH2:10][CH2:9][N:8]([CH2:11][CH2:12][O:13][Si:14]([CH:15]([CH3:17])[CH3:16])([CH:18]([CH3:20])[CH3:19])[CH:21]([CH3:22])[CH3:23])[CH2:7][CH2:6]1, predict the reactants needed to synthesize it. The reactants are: [F:1][CH:2]([F:24])[C:3]([N:5]1[CH2:10][CH2:9][N:8]([CH2:11][CH2:12][O:13][Si:14]([CH:21]([CH3:23])[CH3:22])([CH:18]([CH3:20])[CH3:19])[CH:15]([CH3:17])[CH3:16])[CH2:7][CH2:6]1)=O.CO. (6) The reactants are: Cl.[O:2]1[C:6]2[CH:7]=[CH:8][CH:9]=[C:10]([CH:11]3[CH2:16][CH2:15][N:14]([CH2:17][CH2:18][C@H:19]4[CH2:24][CH2:23][C@H:22]([NH2:25])[CH2:21][CH2:20]4)[CH2:13][CH2:12]3)[C:5]=2[O:4][CH2:3]1.[CH3:26][CH:27]([CH3:32])[CH2:28][C:29](O)=[O:30]. Given the product [O:2]1[C:6]2[CH:7]=[CH:8][CH:9]=[C:10]([CH:11]3[CH2:16][CH2:15][N:14]([CH2:17][CH2:18][C@H:19]4[CH2:20][CH2:21][C@H:22]([NH:25][C:29](=[O:30])[CH2:28][CH:27]([CH3:32])[CH3:26])[CH2:23][CH2:24]4)[CH2:13][CH2:12]3)[C:5]=2[O:4][CH2:3]1, predict the reactants needed to synthesize it. (7) The reactants are: C([O:3][C:4]([C:6]1[CH:7]=[C:8]2[C:13](=[CH:14][CH:15]=1)[NH:12][CH:11]([C:16]1[CH:21]=[CH:20][CH:19]=[CH:18][CH:17]=1)[C:10]([CH3:23])([CH3:22])[CH2:9]2)=[O:5])C.[OH-].[Na+].Cl. Given the product [CH3:22][C:10]1([CH3:23])[CH2:9][C:8]2[C:13](=[CH:14][CH:15]=[C:6]([C:4]([OH:5])=[O:3])[CH:7]=2)[NH:12][CH:11]1[C:16]1[CH:21]=[CH:20][CH:19]=[CH:18][CH:17]=1, predict the reactants needed to synthesize it.